Predict the reaction yield, written as a fraction of the theoretical maximum amount of product (1.0 means a 100% yield; for example, 0.34 means a 34% yield). From a dataset of Reaction yield outcomes from USPTO patents with 853,638 reactions. The reactants are [C:1]([O:5][C:6]([NH:8][C@@H:9]([CH2:42][C:43]1[CH:48]=[CH:47][CH:46]=[CH:45][CH:44]=1)[CH2:10][C@@H:11]1[O:15]C(C)(C)[N:13]([C:18]([O:20][CH2:21][C:22]2[CH:27]=[CH:26][CH:25]=[CH:24][CH:23]=2)=[O:19])[C@H:12]1[CH2:28][C:29]1[CH:34]=[CH:33][C:32](OC(=O)C(F)(F)F)=[CH:31][CH:30]=1)=[O:7])([CH3:4])([CH3:3])[CH3:2].[Li+].[Cl-].C([Sn](CCCC)(CCCC)[C:56]1[CH:61]=[CH:60][CH:59]=[CH:58][N:57]=1)CCC.C(N(CC)CC)C.C(OC(OC(C)(C)C)=O)(OC(C)(C)C)=O. The catalyst is CN(C=O)C.C1COCC1.Cl[Pd](Cl)([P](C1C=CC=CC=1)(C1C=CC=CC=1)C1C=CC=CC=1)[P](C1C=CC=CC=1)(C1C=CC=CC=1)C1C=CC=CC=1. The product is [C:1]([O:5][C:6]([NH:8][C@@H:9]([CH2:42][C:43]1[CH:48]=[CH:47][CH:46]=[CH:45][CH:44]=1)[CH2:10][C@H:11]([OH:15])[C@@H:12]([NH:13][C:18](=[O:19])[O:20][CH2:21][C:22]1[CH:23]=[CH:24][CH:25]=[CH:26][CH:27]=1)[CH2:28][C:29]1[CH:34]=[CH:33][C:32]([C:56]2[CH:61]=[CH:60][CH:59]=[CH:58][N:57]=2)=[CH:31][CH:30]=1)=[O:7])([CH3:4])([CH3:2])[CH3:3]. The yield is 0.250.